This data is from TCR-epitope binding with 47,182 pairs between 192 epitopes and 23,139 TCRs. The task is: Binary Classification. Given a T-cell receptor sequence (or CDR3 region) and an epitope sequence, predict whether binding occurs between them. (1) The epitope is FVRATATIPI. The TCR CDR3 sequence is CASSQDRAGGPHEQYF. Result: 1 (the TCR binds to the epitope). (2) The epitope is TPQDLNTML. The TCR CDR3 sequence is CASSMIQGADTQYF. Result: 1 (the TCR binds to the epitope). (3) The epitope is LLQTGIHVRVSQPSL. The TCR CDR3 sequence is CSVEGWTGADNEQFF. Result: 1 (the TCR binds to the epitope).